From a dataset of Catalyst prediction with 721,799 reactions and 888 catalyst types from USPTO. Predict which catalyst facilitates the given reaction. (1) Reactant: Br[C:2]1[N:7]=[CH:6][CH:5]=[CH:4][N:3]=1.[Li]CCCC.[CH:13]1([C:16]2[N:20](C(OC(C)(C)C)=O)[C:19]3[CH:28]=[C:29]([C:39]4[C:40]([CH3:45])=[N:41][O:42][C:43]=4[CH3:44])[CH:30]=[C:31]([C:32]([CH:34]4[CH2:38][CH2:37][CH2:36][O:35]4)=[O:33])[C:18]=3[N:17]=2)[CH2:15][CH2:14]1. Product: [CH:13]1([C:16]2[NH:20][C:19]3[CH:28]=[C:29]([C:39]4[C:40]([CH3:45])=[N:41][O:42][C:43]=4[CH3:44])[CH:30]=[C:31]([C:32]([C:2]4[N:7]=[CH:6][CH:5]=[CH:4][N:3]=4)([CH:34]4[CH2:38][CH2:37][CH2:36][O:35]4)[OH:33])[C:18]=3[N:17]=2)[CH2:15][CH2:14]1. The catalyst class is: 2. (2) Reactant: [NH2:1][C:2]([C:4]1[CH:28]=[CH:27][C:7]([O:8][CH2:9][CH2:10][CH2:11][O:12][C:13]2[CH:14]=[C:15]3[C:19](=[CH:20][CH:21]=2)[N:18]([CH2:22][C:23]([O:25][CH3:26])=[O:24])[CH:17]=[CH:16]3)=[C:6]([CH2:29][CH2:30][CH3:31])[CH:5]=1)=[S:3].Br[CH2:33][C:34](=O)[CH2:35][CH3:36].N1C=CC=CC=1. Product: [CH2:35]([C:34]1[N:1]=[C:2]([C:4]2[CH:28]=[CH:27][C:7]([O:8][CH2:9][CH2:10][CH2:11][O:12][C:13]3[CH:14]=[C:15]4[C:19](=[CH:20][CH:21]=3)[N:18]([CH2:22][C:23]([O:25][CH3:26])=[O:24])[CH:17]=[CH:16]4)=[C:6]([CH2:29][CH2:30][CH3:31])[CH:5]=2)[S:3][CH:33]=1)[CH3:36]. The catalyst class is: 8.